This data is from Full USPTO retrosynthesis dataset with 1.9M reactions from patents (1976-2016). The task is: Predict the reactants needed to synthesize the given product. (1) Given the product [N+:8]([C:6]1[CH:5]=[CH:4][C:3]2[N:12]=[C:13]3[CH:18]=[N:17][CH:16]=[CH:15][N:14]3[C:2]=2[CH:7]=1)([O-:10])=[O:9], predict the reactants needed to synthesize it. The reactants are: I[C:2]1[CH:7]=[C:6]([N+:8]([O-:10])=[O:9])[CH:5]=[CH:4][C:3]=1Cl.[NH2:12][C:13]1[CH:18]=[N:17][CH:16]=[CH:15][N:14]=1.C(=O)([O-])[O-].[Cs+].[Cs+].CC1(C)C2C(=C(P(C3C=CC=CC=3)C3C=CC=CC=3)C=CC=2)OC2C(P(C3C=CC=CC=3)C3C=CC=CC=3)=CC=CC1=2. (2) Given the product [C:47]([O:46][C:44]([N:51]1[CH2:56][CH2:55][CH:54]([O:43][C:42]2[C:33]([Br:32])=[C:34]3[C:39](=[CH:40][CH:41]=2)[CH:38]=[N:37][CH:36]=[CH:35]3)[CH2:53][CH2:52]1)=[O:45])([CH3:50])([CH3:48])[CH3:49], predict the reactants needed to synthesize it. The reactants are: N(C(OCC)=O)=NC(OCC)=O.C1(P(C2C=CC=CC=2)C2C=CC=CC=2)C=CC=CC=1.[Br:32][C:33]1[C:42]([OH:43])=[CH:41][CH:40]=[C:39]2[C:34]=1[CH:35]=[CH:36][N:37]=[CH:38]2.[C:44]([N:51]1[CH2:56][CH2:55][CH:54](O)[CH2:53][CH2:52]1)([O:46][C:47]([CH3:50])([CH3:49])[CH3:48])=[O:45].C(N(CC)CC)C. (3) The reactants are: [CH2:1]([C@@H:8]1[NH:13][CH2:12][CH2:11][N:10]([C:14]2[CH:19]=[CH:18][C:17]([O:20][CH3:21])=[C:16]([O:22][CH:23]3[CH2:26][CH2:25][CH2:24]3)[CH:15]=2)[CH2:9]1)[C:2]1[CH:7]=[CH:6][CH:5]=[CH:4][CH:3]=1.C[O:28][C:29](=O)[CH2:30][C:31]1[CH:32]=[N:33][NH:34][CH:35]=1. Given the product [CH2:1]([C@H:8]1[CH2:9][N:10]([C:14]2[CH:19]=[CH:18][C:17]([O:20][CH3:21])=[C:16]([O:22][CH:23]3[CH2:26][CH2:25][CH2:24]3)[CH:15]=2)[CH2:11][CH2:12][N:13]1[C:29](=[O:28])[CH2:30][C:31]1[CH:32]=[N:33][NH:34][CH:35]=1)[C:2]1[CH:3]=[CH:4][CH:5]=[CH:6][CH:7]=1, predict the reactants needed to synthesize it. (4) Given the product [CH2:17]([C:12]1[CH:13]=[CH:14][CH:15]=[CH:16][C:11]=1[NH:10][C:8]([C:3]1[C:4]([CH3:7])=[N:5][S:6][C:2]=1[NH:1][C:20]1[N:25]=[C:24]([O:26][CH3:27])[CH:23]=[CH:22][N:21]=1)=[O:9])[CH3:18], predict the reactants needed to synthesize it. The reactants are: [NH2:1][C:2]1[S:6][N:5]=[C:4]([CH3:7])[C:3]=1[C:8]([NH:10][C:11]1[CH:16]=[CH:15][CH:14]=[CH:13][C:12]=1[CH2:17][CH3:18])=[O:9].Cl[C:20]1[N:25]=[C:24]([O:26][CH3:27])[CH:23]=[CH:22][N:21]=1.C(=O)([O-])[O-].[Cs+].[Cs+].CC1(C)C2C(=C(P(C3C=CC=CC=3)C3C=CC=CC=3)C=CC=2)OC2C(P(C3C=CC=CC=3)C3C=CC=CC=3)=CC=CC1=2. (5) Given the product [CH2:2]([S:4][C:5]1[CH:10]=[CH:9][CH:8]=[C:7]([N:11]=[C:13]=[O:12])[CH:6]=1)[CH3:3], predict the reactants needed to synthesize it. The reactants are: Cl.[CH2:2]([S:4][C:5]1[CH:6]=[C:7]([NH2:11])[CH:8]=[CH:9][CH:10]=1)[CH3:3].[O:12]=[C:13](Cl)OC(Cl)(Cl)Cl. (6) Given the product [ClH:8].[Cl:23][CH2:22][CH2:21][CH2:20][O:19][C:15]1[CH:14]=[C:13]2[C:18]([C:9]([NH:24][C:25]3[CH:29]=[CH:28][N:27]([CH2:30][C:31]([NH:33][C:34]4[CH:39]=[CH:38][CH:37]=[C:36]([F:40])[CH:35]=4)=[O:32])[N:26]=3)=[N:10][CH:11]=[N:12]2)=[CH:17][CH:16]=1, predict the reactants needed to synthesize it. The reactants are: Cl.O1CCOCC1.[Cl:8][C:9]1[C:18]2[C:13](=[CH:14][C:15]([O:19][CH2:20][CH2:21][CH2:22][Cl:23])=[CH:16][CH:17]=2)[N:12]=[CH:11][N:10]=1.[NH2:24][C:25]1[CH:29]=[CH:28][N:27]([CH2:30][C:31]([NH:33][C:34]2[CH:39]=[CH:38][CH:37]=[C:36]([F:40])[CH:35]=2)=[O:32])[N:26]=1. (7) Given the product [CH3:1][N:2]([CH2:6][CH2:7][O:8][Si:20]([C:16]([CH3:19])([CH3:18])[CH3:17])([CH3:23])[CH3:22])[CH2:3][CH2:4][OH:5], predict the reactants needed to synthesize it. The reactants are: [CH3:1][N:2]([CH2:6][CH2:7][OH:8])[CH2:3][CH2:4][OH:5].CCN(CC)CC.[C:16]([Si:20]([CH3:23])([CH3:22])Cl)([CH3:19])([CH3:18])[CH3:17].